Dataset: Full USPTO retrosynthesis dataset with 1.9M reactions from patents (1976-2016). Task: Predict the reactants needed to synthesize the given product. (1) Given the product [CH3:9][O:8][C:6](=[O:7])[C:5]1[CH:10]=[C:11]([O:20][CH2:17][CH2:16][O:15][CH3:14])[CH:2]=[CH:3][C:4]=1[O:12][CH3:13], predict the reactants needed to synthesize it. The reactants are: O[C:2]1[CH:11]=[CH:10][C:5]([C:6]([O:8][CH3:9])=[O:7])=[C:4]([O:12][CH3:13])[CH:3]=1.[CH3:14][O:15][CH2:16][CH2:17]Cl.C(=O)([O-])[O-:20].[K+].[K+].CN(C)C=O. (2) Given the product [CH:15]1([CH2:18][NH:14][CH2:13][CH2:12][C:7]2[C:6]3[C:10](=[CH:11][C:3]([O:2][CH3:1])=[CH:4][CH:5]=3)[NH:9][CH:8]=2)[CH2:17][CH2:16]1, predict the reactants needed to synthesize it. The reactants are: [CH3:1][O:2][C:3]1[CH:11]=[C:10]2[C:6]([C:7]([CH2:12][CH2:13][NH2:14])=[CH:8][NH:9]2)=[CH:5][CH:4]=1.[CH:15]1([CH:18]=O)[CH2:17][CH2:16]1. (3) Given the product [CH3:16][NH:17][C:18]([C:20]1[S:21][CH:22]=[C:23]([CH3:34])[C:24]=1[NH:25][C:26]1[C:31]([Cl:32])=[CH:30][N:29]=[C:28]([NH:1][C:2]2[CH:15]=[CH:14][C:5]3[NH:6][C:7](=[O:13])[CH2:8][CH2:9][C:10]([CH3:12])([CH3:11])[C:4]=3[CH:3]=2)[N:27]=1)=[O:19], predict the reactants needed to synthesize it. The reactants are: [NH2:1][C:2]1[CH:15]=[CH:14][C:5]2[NH:6][C:7](=[O:13])[CH2:8][CH2:9][C:10]([CH3:12])([CH3:11])[C:4]=2[CH:3]=1.[CH3:16][NH:17][C:18]([C:20]1[S:21][CH:22]=[C:23]([CH3:34])[C:24]=1[NH:25][C:26]1[C:31]([Cl:32])=[CH:30][N:29]=[C:28](Cl)[N:27]=1)=[O:19]. (4) Given the product [CH3:23][CH2:24][CH2:25][CH2:26][CH2:27][CH2:28][CH2:29][CH2:30][CH2:31][CH2:32][CH2:33][CH2:34][CH2:35][CH2:36][CH2:37][CH2:38][CH2:39][C:40]([O:42][CH2:43][C@@H:44]([O:57][C:58]([CH2:60][CH2:61][CH2:62][CH2:63][CH2:64][CH2:65][CH2:66][CH2:67][CH2:68][CH2:69][CH2:70][CH2:71][CH2:72][CH2:73][CH2:74][CH2:75][CH3:76])=[O:59])[CH2:45][O:46][P:47]([O:50][CH2:51][CH2:52][N+:53]([CH3:55])([CH3:54])[CH3:56])([O-:49])=[O:48])=[O:41].[CH3:77][CH2:78][CH2:79][CH2:80][CH2:81][CH2:82][CH2:83][CH2:84][CH2:85][CH2:86][CH2:87][CH2:88][CH2:89][CH2:90][CH2:91][C:92]([O:94][CH2:95][C@@H:96]([O:109][C:110]([CH2:112][CH2:113][CH2:114][CH2:115][CH2:116][CH2:117][CH2:118][CH2:119][CH2:120][CH2:121][CH2:122][CH2:123][CH2:124][CH2:125][CH3:126])=[O:111])[CH2:97][O:98][P:99]([O:102][CH2:103][CH2:104][N+:105]([CH3:108])([CH3:107])[CH3:106])([O-:101])=[O:100])=[O:93], predict the reactants needed to synthesize it. The reactants are: CC(NCC(O)C1C=CC(O)=C(CO)C=1)(C)C.OS(O)(=O)=O.[CH3:23][CH2:24][CH2:25][CH2:26][CH2:27][CH2:28][CH2:29][CH2:30][CH2:31][CH2:32][CH2:33][CH2:34][CH2:35][CH2:36][CH2:37][CH2:38][CH2:39][C:40]([O:42][CH2:43][C@@H:44]([O:57][C:58]([CH2:60][CH2:61][CH2:62][CH2:63][CH2:64][CH2:65][CH2:66][CH2:67][CH2:68][CH2:69][CH2:70][CH2:71][CH2:72][CH2:73][CH2:74][CH2:75][CH3:76])=[O:59])[CH2:45][O:46][P:47]([O:50][CH2:51][CH2:52][N+:53]([CH3:56])([CH3:55])[CH3:54])([O-:49])=[O:48])=[O:41].[CH3:77][CH2:78][CH2:79][CH2:80][CH2:81][CH2:82][CH2:83][CH2:84][CH2:85][CH2:86][CH2:87][CH2:88][CH2:89][CH2:90][CH2:91][C:92]([O:94][CH2:95][C@@H:96]([O:109][C:110]([CH2:112][CH2:113][CH2:114][CH2:115][CH2:116][CH2:117][CH2:118][CH2:119][CH2:120][CH2:121][CH2:122][CH2:123][CH2:124][CH2:125][CH3:126])=[O:111])[CH2:97][O:98][P:99]([O:102][CH2:103][CH2:104][N+:105]([CH3:108])([CH3:107])[CH3:106])([O-:101])=[O:100])=[O:93]. (5) Given the product [CH3:1][N:2]1[CH:8]2[CH2:9][CH2:10][CH:3]1[CH2:4][N:5]([C:23]([O:22][C:18]([CH3:21])([CH3:20])[CH3:19])=[O:24])[CH2:6][CH2:7]2, predict the reactants needed to synthesize it. The reactants are: [CH3:1][N:2]1[CH:8]2[CH2:9][CH2:10][CH:3]1[CH2:4][NH:5][CH2:6][CH2:7]2.C(N(CC)CC)C.[C:18]([O:22][C:23](O[C:23]([O:22][C:18]([CH3:21])([CH3:20])[CH3:19])=[O:24])=[O:24])([CH3:21])([CH3:20])[CH3:19].[OH-].[Na+].